From a dataset of Peptide-MHC class I binding affinity with 185,985 pairs from IEDB/IMGT. Regression. Given a peptide amino acid sequence and an MHC pseudo amino acid sequence, predict their binding affinity value. This is MHC class I binding data. (1) The peptide sequence is MAWLFFWAI. The MHC is HLA-C04:01 with pseudo-sequence HLA-C04:01. The binding affinity (normalized) is 0.213. (2) The peptide sequence is EIINNGISY. The MHC is HLA-B46:01 with pseudo-sequence HLA-B46:01. The binding affinity (normalized) is 0.0847. (3) The peptide sequence is EELITDVEFL. The MHC is HLA-B18:01 with pseudo-sequence HLA-B18:01. The binding affinity (normalized) is 0.0890. (4) The peptide sequence is MMNERDVSV. The MHC is HLA-A02:06 with pseudo-sequence HLA-A02:06. The binding affinity (normalized) is 0.616. (5) The MHC is Mamu-B01 with pseudo-sequence Mamu-B01. The peptide sequence is EDPAVDLLKNY. The binding affinity (normalized) is 0. (6) The peptide sequence is LVMDKNHAI. The MHC is HLA-A02:01 with pseudo-sequence HLA-A02:01. The binding affinity (normalized) is 0.465.